Dataset: Merck oncology drug combination screen with 23,052 pairs across 39 cell lines. Task: Regression. Given two drug SMILES strings and cell line genomic features, predict the synergy score measuring deviation from expected non-interaction effect. (1) Drug 1: C#Cc1cccc(Nc2ncnc3cc(OCCOC)c(OCCOC)cc23)c1. Drug 2: CC1(c2nc3c(C(N)=O)cccc3[nH]2)CCCN1. Cell line: A2058. Synergy scores: synergy=9.67. (2) Drug 1: N.N.O=C(O)C1(C(=O)O)CCC1.[Pt]. Drug 2: COC1CC2CCC(C)C(O)(O2)C(=O)C(=O)N2CCCCC2C(=O)OC(C(C)CC2CCC(OP(C)(C)=O)C(OC)C2)CC(=O)C(C)C=C(C)C(O)C(OC)C(=O)C(C)CC(C)C=CC=CC=C1C. Cell line: DLD1. Synergy scores: synergy=-0.300. (3) Drug 1: Nc1ccn(C2OC(CO)C(O)C2(F)F)c(=O)n1. Drug 2: NC1(c2ccc(-c3nc4ccn5c(=O)[nH]nc5c4cc3-c3ccccc3)cc2)CCC1. Cell line: NCIH520. Synergy scores: synergy=9.11. (4) Drug 1: O=C(O)C1(Cc2cccc(Nc3nccs3)n2)CCC(Oc2cccc(Cl)c2F)CC1. Drug 2: COC1=C2CC(C)CC(OC)C(O)C(C)C=C(C)C(OC(N)=O)C(OC)C=CC=C(C)C(=O)NC(=CC1=O)C2=O. Cell line: PA1. Synergy scores: synergy=-8.58.